This data is from Forward reaction prediction with 1.9M reactions from USPTO patents (1976-2016). The task is: Predict the product of the given reaction. (1) Given the reactants Cl.[CH3:2][N:3]1[C:7]([C:8]2[CH:9]=[C:10]([NH:14][C:15]([NH:17][CH2:18][CH:19]3[CH2:24][CH2:23][CH2:22][NH:21][CH2:20]3)=[O:16])[CH:11]=[CH:12][CH:13]=2)=[N:6][N:5]=[N:4]1.[F:25][C:26]1[CH:31]=[CH:30][C:29]([CH2:32][CH2:33][CH:34]=O)=[CH:28][CH:27]=1.C(N(CC)CC)C.C([BH3-])#N, predict the reaction product. The product is: [F:25][C:26]1[CH:31]=[CH:30][C:29]([CH2:32][CH2:33][CH2:34][N:21]2[CH2:22][CH2:23][CH2:24][CH:19]([CH2:18][NH:17][C:15]([NH:14][C:10]3[CH:11]=[CH:12][CH:13]=[C:8]([C:7]4[N:3]([CH3:2])[N:4]=[N:5][N:6]=4)[CH:9]=3)=[O:16])[CH2:20]2)=[CH:28][CH:27]=1. (2) Given the reactants [Cl:1][C:2]1[CH:3]=[CH:4][N:5]2[CH:10]=[C:9]([CH:11](O)[CH3:12])[N:8]([C:14]3[CH:19]=[CH:18][CH:17]=[C:16]([F:20])[CH:15]=3)[C:7](=[O:21])[C:6]=12.C1C=CC(P([N:36]=[N+:37]=[N-:38])(C2C=CC=CC=2)=O)=CC=1.C1CCN2C(=NCCC2)CC1, predict the reaction product. The product is: [N:36]([CH:11]([C:9]1[N:8]([C:14]2[CH:19]=[CH:18][CH:17]=[C:16]([F:20])[CH:15]=2)[C:7](=[O:21])[C:6]2[N:5]([CH:4]=[CH:3][C:2]=2[Cl:1])[CH:10]=1)[CH3:12])=[N+:37]=[N-:38]. (3) Given the reactants C1(C)C=CC(S([O-])(=O)=O)=CC=1.[NH+]1C=CC=CC=1.O1[C:22]2([CH2:27][CH2:26][CH:25]([CH:28]([NH:32][C:33]([C:35]3[C:44]([NH:45][C:46]([NH:48][C:49]4[C:54]([CH3:55])=[CH:53][C:52]([CH3:56])=[CH:51][C:50]=4[CH3:57])=[O:47])=[CH:43][C:42]4[C:37](=[CH:38][CH:39]=[CH:40][CH:41]=4)[CH:36]=3)=[O:34])[C:29]([OH:31])=[O:30])[CH2:24][CH2:23]2)[O:21]CC1.Cl.C(OCC)(=O)C, predict the reaction product. The product is: [O:21]=[C:22]1[CH2:27][CH2:26][CH:25]([CH:28]([NH:32][C:33]([C:35]2[C:44]([NH:45][C:46]([NH:48][C:49]3[C:54]([CH3:55])=[CH:53][C:52]([CH3:56])=[CH:51][C:50]=3[CH3:57])=[O:47])=[CH:43][C:42]3[C:37](=[CH:38][CH:39]=[CH:40][CH:41]=3)[CH:36]=2)=[O:34])[C:29]([OH:31])=[O:30])[CH2:24][CH2:23]1. (4) Given the reactants [CH3:1][C:2]1([CH3:9])[NH:6][C:5](=[O:7])[NH:4][C:3]1=[O:8].[OH-:10].[Na+].O, predict the reaction product. The product is: [C:5]([NH:6][C:2]([CH3:9])([CH3:1])[C:3]([OH:10])=[O:8])(=[O:7])[NH2:4]. (5) Given the reactants [NH2:1][C:2]1[C:7]([N+:8]([O-])=O)=[C:6]([N:11]2[CH2:16][CH2:15][N:14]([C:17]([O:19][C:20]([CH3:23])([CH3:22])[CH3:21])=[O:18])[CH2:13][CH2:12]2)[C:5]([Br:24])=[CH:4][N:3]=1.[CH3:25][N:26]([CH3:35])[C:27]1[CH:34]=[CH:33][C:30]([CH:31]=O)=[CH:29][CH:28]=1.[O-]S(S([O-])=O)=O.[Na+].[Na+], predict the reaction product. The product is: [C:20]([O:19][C:17]([N:14]1[CH2:15][CH2:16][N:11]([C:6]2[C:5]([Br:24])=[CH:4][N:3]=[C:2]3[NH:1][C:31]([C:30]4[CH:33]=[CH:34][C:27]([N:26]([CH3:35])[CH3:25])=[CH:28][CH:29]=4)=[N:8][C:7]=23)[CH2:12][CH2:13]1)=[O:18])([CH3:23])([CH3:22])[CH3:21]. (6) Given the reactants [N:1]1[CH:6]=[CH:5][CH:4]=[CH:3][C:2]=1[NH:7][C:8]1[S:9][C:10]([CH:13]=O)=[CH:11][N:12]=1.[NH2:15][C:16]1[CH:17]=[C:18]([CH:22]=[CH:23][C:24]=1[F:25])[C:19]([OH:21])=[O:20].C([SiH](CC)CC)C, predict the reaction product. The product is: [F:25][C:24]1[CH:23]=[CH:22][C:18]([C:19]([OH:21])=[O:20])=[CH:17][C:16]=1[NH:15][CH2:13][C:10]1[S:9][C:8]([NH:7][C:2]2[CH:3]=[CH:4][CH:5]=[CH:6][N:1]=2)=[N:12][CH:11]=1. (7) Given the reactants C(OC(=O)[NH:7][CH2:8][CH:9]1[CH2:14][CH2:13][CH2:12][N:11]([CH2:15][CH:16]([OH:29])[C:17]2[CH:26]=[CH:25][CH:24]=[C:23]3[C:18]=2[N:19]=[C:20]([O:27][CH3:28])[CH:21]=[N:22]3)[CH2:10]1)(C)(C)C.C(O)(C(F)(F)F)=O, predict the reaction product. The product is: [NH2:7][CH2:8][CH:9]1[CH2:14][CH2:13][CH2:12][N:11]([CH2:15][CH:16]([C:17]2[CH:26]=[CH:25][CH:24]=[C:23]3[C:18]=2[N:19]=[C:20]([O:27][CH3:28])[CH:21]=[N:22]3)[OH:29])[CH2:10]1.